From a dataset of Catalyst prediction with 721,799 reactions and 888 catalyst types from USPTO. Predict which catalyst facilitates the given reaction. (1) Product: [Cl:1][C:2]1[CH:3]=[CH:4][C:5]([O:22][S:30]([C:33]([F:36])([F:35])[F:34])(=[O:32])=[O:31])=[C:6]2[C:11]=1[N:10]=[C:9]([CH3:12])[C:8]([CH2:13][C:14]1[CH:19]=[CH:18][C:17]([Cl:20])=[CH:16][CH:15]=1)=[C:7]2[CH3:21]. The catalyst class is: 6. Reactant: [Cl:1][C:2]1[C:11]2[N:10]=[C:9]([CH3:12])[C:8]([CH2:13][C:14]3[CH:19]=[CH:18][C:17]([Cl:20])=[CH:16][CH:15]=3)=[C:7]([CH3:21])[C:6]=2[C:5]([OH:22])=[CH:4][CH:3]=1.C1C=CC(N([S:30]([C:33]([F:36])([F:35])[F:34])(=[O:32])=[O:31])[S:30]([C:33]([F:36])([F:35])[F:34])(=[O:32])=[O:31])=CC=1.C(=O)([O-])[O-].[K+].[K+].O1CCCC1. (2) Reactant: Br[CH2:2][C:3]1[C:13]([F:14])=[CH:12][C:6]([C:7]([O:9][CH2:10][CH3:11])=[O:8])=[C:5]([F:15])[CH:4]=1.[Cl:16][C:17]1[CH:18]=[C:19]([OH:27])[CH:20]=[N:21][C:22]=1[O:23][CH:24]([CH3:26])[CH3:25].C(=O)([O-])[O-].[K+].[K+]. Product: [Cl:16][C:17]1[CH:18]=[C:19]([O:27][CH2:2][C:3]2[C:13]([F:14])=[CH:12][C:6]([C:7]([O:9][CH2:10][CH3:11])=[O:8])=[C:5]([F:15])[CH:4]=2)[CH:20]=[N:21][C:22]=1[O:23][CH:24]([CH3:25])[CH3:26]. The catalyst class is: 9. (3) Reactant: [C:1](Cl)(=[O:3])[CH3:2].[CH:5]1([N:10]2[C:18]3[C:13](=[CH:14][CH:15]=[C:16]([C:19]4[N:23]([CH:24]5[CH2:29][CH2:28][NH:27][CH2:26][CH2:25]5)[N:22]=[CH:21][CH:20]=4)[CH:17]=3)[C:12]([CH2:30][CH3:31])=[N:11]2)[CH2:9][CH2:8][CH2:7][CH2:6]1.C(N(CC)CC)C. Product: [C:1]([N:27]1[CH2:28][CH2:29][CH:24]([N:23]2[C:19]([C:16]3[CH:17]=[C:18]4[C:13]([C:12]([CH2:30][CH3:31])=[N:11][N:10]4[CH:5]4[CH2:9][CH2:8][CH2:7][CH2:6]4)=[CH:14][CH:15]=3)=[CH:20][CH:21]=[N:22]2)[CH2:25][CH2:26]1)(=[O:3])[CH3:2]. The catalyst class is: 2. (4) Reactant: [CH:1]1([CH2:9][OH:10])[CH2:6][CH2:5][CH:4]([CH2:7][OH:8])[CH2:3][CH2:2]1.[C:11]([Si:15]([CH3:18])([CH3:17])Cl)([CH3:14])([CH3:13])[CH3:12].N1C=CN=C1.[Br-].[Li+]. Product: [Si:15]([O:8][CH2:7][CH:4]1[CH2:5][CH2:6][CH:1]([CH2:9][OH:10])[CH2:2][CH2:3]1)([C:11]([CH3:14])([CH3:13])[CH3:12])([CH3:18])[CH3:17]. The catalyst class is: 9. (5) Reactant: Br[CH:2]([F:8])[C:3]([O:5][CH2:6][CH3:7])=[O:4].[Br:9][C:10]1[N:15]=[C:14](/[C:16](=[N:18]/[S@@:19]([C:21]([CH3:24])([CH3:23])[CH3:22])=[O:20])/[CH3:17])[C:13]([F:25])=[C:12]([Si:26]([CH2:31][CH3:32])([CH2:29][CH3:30])[CH2:27][CH3:28])[CH:11]=1. Product: [Br:9][C:10]1[N:15]=[C:14]([C@:16]([NH:18][S@@:19]([C:21]([CH3:23])([CH3:24])[CH3:22])=[O:20])([CH3:17])[C@@H:2]([F:8])[C:3]([O:5][CH2:6][CH3:7])=[O:4])[C:13]([F:25])=[C:12]([Si:26]([CH2:31][CH3:32])([CH2:27][CH3:28])[CH2:29][CH3:30])[CH:11]=1. The catalyst class is: 772. (6) Reactant: [N+:1]([C:4]1[C:5]([NH:13][C@@H:14]2[CH2:19][O:18][C@@H:17]([CH2:20][C:21]#[N:22])[CH2:16][CH2:15]2)=[C:6]2[S:12][CH:11]=[CH:10][C:7]2=[N:8][CH:9]=1)([O-])=O. Product: [NH2:1][C:4]1[C:5]([NH:13][C@@H:14]2[CH2:19][O:18][C@@H:17]([CH2:20][C:21]#[N:22])[CH2:16][CH2:15]2)=[C:6]2[S:12][CH:11]=[CH:10][C:7]2=[N:8][CH:9]=1. The catalyst class is: 43. (7) Reactant: [F:1][C:2]([F:34])([F:33])[C:3]1[CH:4]=[C:5]([C@H:13]([O:15][C@H:16]2[O:24][CH2:23][C@@H:19]3[CH2:20][NH:21][CH2:22][C@H:18]3[C@@H:17]2[C:25]2[CH:30]=[CH:29][C:28]([F:31])=[CH:27][C:26]=2[CH3:32])[CH3:14])[CH:6]=[C:7]([C:9]([F:12])([F:11])[F:10])[CH:8]=1.C(N(CC)CC)C.[CH3:42][S:43](Cl)(=[O:45])=[O:44]. Product: [F:34][C:2]([F:1])([F:33])[C:3]1[CH:4]=[C:5]([C@H:13]([O:15][C@H:16]2[O:24][CH2:23][C@@H:19]3[CH2:20][N:21]([S:43]([CH3:42])(=[O:45])=[O:44])[CH2:22][C@H:18]3[C@@H:17]2[C:25]2[CH:30]=[CH:29][C:28]([F:31])=[CH:27][C:26]=2[CH3:32])[CH3:14])[CH:6]=[C:7]([C:9]([F:12])([F:10])[F:11])[CH:8]=1. The catalyst class is: 79. (8) Reactant: Cl.[NH2:2][C:3]1[CH:8]=[CH:7][C:6]([C:9]2[CH:10]=[CH:11][C:12]([NH:15][CH2:16][CH2:17][N:18]3[CH2:23][CH2:22][C:21]([F:25])([F:24])[CH2:20][CH2:19]3)=[N:13][CH:14]=2)=[CH:5][CH:4]=1.[C:26]([C:30]1[O:34][N:33]=[C:32]([NH:35][C:36](=O)[O:37]C2C=CC=CC=2)[CH:31]=1)([CH3:29])([CH3:28])[CH3:27]. Product: [C:26]([C:30]1[O:34][N:33]=[C:32]([NH:35][C:36]([NH:2][C:3]2[CH:4]=[CH:5][C:6]([C:9]3[CH:14]=[N:13][C:12]([NH:15][CH2:16][CH2:17][N:18]4[CH2:23][CH2:22][C:21]([F:25])([F:24])[CH2:20][CH2:19]4)=[CH:11][CH:10]=3)=[CH:7][CH:8]=2)=[O:37])[CH:31]=1)([CH3:29])([CH3:27])[CH3:28]. The catalyst class is: 239. (9) Reactant: [C:1]([C:3]1[C:4]([N:9]2[CH2:18][CH2:17][C:12]3(OCC[O:13]3)[CH2:11][CH2:10]2)=[N:5][CH:6]=[CH:7][CH:8]=1)#[N:2].Cl. Product: [C:1]([C:3]1[C:4]([N:9]2[CH2:18][CH2:17][C:12](=[O:13])[CH2:11][CH2:10]2)=[N:5][CH:6]=[CH:7][CH:8]=1)#[N:2]. The catalyst class is: 21. (10) Reactant: [CH2:1]([S:8]([N:11]1[CH2:16][CH2:15][CH:14]([CH2:17][N:18]2[C:26]3[C:21](=[CH:22][C:23]([C:27]4[CH:28]=[N:29][N:30](C5CCCCO5)[CH:31]=4)=[CH:24][CH:25]=3)[CH:20]=[N:19]2)[CH2:13][CH2:12]1)(=[O:10])=[O:9])[C:2]1[CH:7]=[CH:6][CH:5]=[CH:4][CH:3]=1.O.C1(C)C=CC(S(O)(=O)=O)=CC=1. Product: [CH2:1]([S:8]([N:11]1[CH2:16][CH2:15][CH:14]([CH2:17][N:18]2[C:26]3[C:21](=[CH:22][C:23]([C:27]4[CH:28]=[N:29][NH:30][CH:31]=4)=[CH:24][CH:25]=3)[CH:20]=[N:19]2)[CH2:13][CH2:12]1)(=[O:9])=[O:10])[C:2]1[CH:7]=[CH:6][CH:5]=[CH:4][CH:3]=1. The catalyst class is: 138.